This data is from Reaction yield outcomes from USPTO patents with 853,638 reactions. The task is: Predict the reaction yield, written as a fraction of the theoretical maximum amount of product (1.0 means a 100% yield; for example, 0.34 means a 34% yield). (1) The reactants are [Cl:1][C:2]1[N:3]=[C:4]([C:9]([OH:11])=O)[NH:5][C:6]=1[CH2:7][CH3:8].S(Cl)(Cl)=O.[NH2:16][C:17]1[CH:22]=[CH:21][C:20]([C:23]2[S:24][C:25]([C:29]([O:31][CH2:32][CH3:33])=[O:30])=[C:26]([CH3:28])[N:27]=2)=[CH:19][CH:18]=1. The catalyst is N1C=CC=CC=1. The product is [Cl:1][C:2]1[N:3]=[C:4]([C:9]([NH:16][C:17]2[CH:18]=[CH:19][C:20]([C:23]3[S:24][C:25]([C:29]([O:31][CH2:32][CH3:33])=[O:30])=[C:26]([CH3:28])[N:27]=3)=[CH:21][CH:22]=2)=[O:11])[NH:5][C:6]=1[CH2:7][CH3:8]. The yield is 0.800. (2) The reactants are Br[C:2]1[CH:3]=[CH:4][C:5]2[N:6]([C:8]([S:11][C:12]3[CH:13]=[C:14]4[C:19](=[CH:20][CH:21]=3)[N:18]=[CH:17][C:16]([N:22]3[CH2:27][CH2:26][CH:25]([O:28][Si:29]([C:32]([CH3:35])([CH3:34])[CH3:33])([CH3:31])[CH3:30])[CH2:24][CH2:23]3)=[CH:15]4)=[N:9][N:10]=2)[CH:7]=1.[Sn].[O:37]1[CH2:42][CH2:41]O[CH2:39][CH2:38]1. The catalyst is Cl[Pd](Cl)([P](C1C=CC=CC=1)(C1C=CC=CC=1)C1C=CC=CC=1)[P](C1C=CC=CC=1)(C1C=CC=CC=1)C1C=CC=CC=1. The product is [Si:29]([O:28][CH:25]1[CH2:26][CH2:27][N:22]([C:16]2[CH:17]=[N:18][C:19]3[C:14]([CH:15]=2)=[CH:13][C:12]([S:11][C:8]2[N:6]4[CH:7]=[C:2]([C:38]([O:37][CH2:42][CH3:41])=[CH2:39])[CH:3]=[CH:4][C:5]4=[N:10][N:9]=2)=[CH:21][CH:20]=3)[CH2:23][CH2:24]1)([C:32]([CH3:35])([CH3:34])[CH3:33])([CH3:31])[CH3:30]. The yield is 0.900. (3) The reactants are [OH-].[Na+].[C:3]1([N:13]2[C:17](S)=[N:16][N:15]=[N:14]2)[C:12]2[C:7](=[CH:8][CH:9]=[CH:10][CH:11]=2)[CH:6]=[CH:5][CH:4]=1.C([OH:21])C.C1OC1C. The catalyst is O. The product is [C:3]1([N:13]2[C:17]([OH:21])=[N:16][N:15]=[N:14]2)[C:12]2[C:7](=[CH:8][CH:9]=[CH:10][CH:11]=2)[CH:6]=[CH:5][CH:4]=1. The yield is 0.900.